From a dataset of Full USPTO retrosynthesis dataset with 1.9M reactions from patents (1976-2016). Predict the reactants needed to synthesize the given product. (1) Given the product [CH3:19][C:18]1[N:8]([C:3]2[CH:4]=[CH:5][CH:6]=[CH:7][CH:2]=2)[C:12]2[CH:13]=[CH:14][CH:15]=[CH:16][C:11]=2[N:17]=1, predict the reactants needed to synthesize it. The reactants are: I[C:2]1[CH:7]=[CH:6][CH:5]=[CH:4][C:3]=1[N+:8]([O-])=O.[C:11]1([NH:17][C:18](=O)[CH3:19])[CH:16]=[CH:15][CH:14]=[CH:13][CH:12]=1.CNCCN.P([O-])([O-])([O-])=O.[K+].[K+].[K+]. (2) Given the product [N+:15]([C:12]1[N:11]=[CH:10][C:9]([O:8][C:6]2[CH:5]=[CH:4][N:3]=[C:2]([C:30]3[CH:29]=[CH:28][N:27]=[C:26]([C:25]([F:36])([F:35])[F:24])[CH:31]=3)[CH:7]=2)=[CH:14][CH:13]=1)([O-:17])=[O:16], predict the reactants needed to synthesize it. The reactants are: Cl[C:2]1[CH:7]=[C:6]([O:8][C:9]2[CH:10]=[N:11][C:12]([N+:15]([O-:17])=[O:16])=[CH:13][CH:14]=2)[CH:5]=[CH:4][N:3]=1.C([O-])([O-])=O.[K+].[K+].[F:24][C:25]([F:36])([F:35])[C:26]1[CH:31]=[C:30](B(O)O)[CH:29]=[CH:28][N:27]=1. (3) The reactants are: [N:1]1[NH:2][N:3]=[C:4]([SH:6])[CH:5]=1.[Br:7][C:8]1[CH:13]=[CH:12][C:11](I)=[CH:10][CH:9]=1.[O-]P([O-])([O-])=O.[K+].[K+].[K+].NCC(O)=O. Given the product [Br:7][C:8]1[CH:13]=[CH:12][C:11]([S:6][C:4]2[NH:3][N:2]=[N:1][CH:5]=2)=[CH:10][CH:9]=1, predict the reactants needed to synthesize it. (4) The reactants are: [CH2:1]([O:8][CH2:9][N:10]1[C:15](=[O:16])[C:14]([Br:17])=[N:13][N:12](CC(F)(F)C2C=CC=CC=2)[C:11]1=[O:28])[C:2]1[CH:7]=[CH:6][CH:5]=[CH:4][CH:3]=1.[F:29][C:30]1[CH:31]=[C:32]([CH2:37][CH2:38]O)[CH:33]=[C:34]([F:36])[CH:35]=1. Given the product [CH2:1]([O:8][CH2:9][N:10]1[C:15](=[O:16])[C:14]([Br:17])=[N:13][N:12]([CH2:38][CH2:37][C:32]2[CH:33]=[C:34]([F:36])[CH:35]=[C:30]([F:29])[CH:31]=2)[C:11]1=[O:28])[C:2]1[CH:7]=[CH:6][CH:5]=[CH:4][CH:3]=1, predict the reactants needed to synthesize it.